Dataset: Forward reaction prediction with 1.9M reactions from USPTO patents (1976-2016). Task: Predict the product of the given reaction. (1) The product is: [CH3:21][O:22][C:23]1[CH:28]=[CH:27][C:26]([C:2]2[N:3]=[CH:4][C:5]3[CH:6]=[CH:7][C:8]4[C:17]5[C:16](=[O:18])[NH:15][CH2:14][CH2:13][CH2:12][C:11]=5[NH:10][C:9]=4[C:19]=3[CH:20]=2)=[CH:25][CH:24]=1. Given the reactants Cl[C:2]1[N:3]=[CH:4][C:5]2[CH:6]=[CH:7][C:8]3[C:17]4[C:16](=[O:18])[NH:15][CH2:14][CH2:13][CH2:12][C:11]=4[NH:10][C:9]=3[C:19]=2[CH:20]=1.[CH3:21][O:22][C:23]1[CH:28]=[CH:27][C:26](B(O)O)=[CH:25][CH:24]=1.[OH-].[Na+].C1C=CC(P(C2C=CC=CC=2)C2C=CC=CC=2)=CC=1, predict the reaction product. (2) Given the reactants [CH:1]1([NH2:4])[CH2:3][CH2:2]1.[Cl:5][C:6]1[CH:11]=[CH:10][C:9]([NH:12][C:13]2[N:18]=[C:17](SC#N)[C:16]([N+:22]([O-:24])=[O:23])=[CH:15][N:14]=2)=[CH:8][CH:7]=1.O, predict the reaction product. The product is: [Cl:5][C:6]1[CH:7]=[CH:8][C:9]([NH:12][C:13]2[N:14]=[C:15]([NH:4][CH:1]3[CH2:3][CH2:2]3)[C:16]([N+:22]([O-:24])=[O:23])=[CH:17][N:18]=2)=[CH:10][CH:11]=1. (3) Given the reactants [NH2:1][C:2]([C:4]1[CH:8]=[C:7]([C:9]2[C:14]([F:15])=[CH:13][C:12]([C:16]([OH:19])([CH3:18])[CH3:17])=[CH:11][C:10]=2[F:20])[S:6][C:5]=1[NH:21][C:22]1[CH:23]=[CH:24][C:25]2[N:26]([CH:28]=[C:29]([C:31](OCC)=[O:32])[N:30]=2)[N:27]=1)=[O:3].C[Al](C)C.Cl.[OH:41][CH:42]1[CH2:45][NH:44][CH2:43]1, predict the reaction product. The product is: [F:15][C:14]1[CH:13]=[C:12]([C:16]([OH:19])([CH3:18])[CH3:17])[CH:11]=[C:10]([F:20])[C:9]=1[C:7]1[S:6][C:5]([NH:21][C:22]2[CH:23]=[CH:24][C:25]3[N:26]([CH:28]=[C:29]([C:31]([N:44]4[CH2:45][CH:42]([OH:41])[CH2:43]4)=[O:32])[N:30]=3)[N:27]=2)=[C:4]([C:2]([NH2:1])=[O:3])[CH:8]=1. (4) Given the reactants [Cl:1][C:2]1[CH:3]=[C:4]([C:9]2([C:24]([F:27])([F:26])[F:25])[O:13][CH2:12][C:11]([C:14]3[CH:22]=[CH:21][C:17]([C:18](O)=[O:19])=[C:16]([CH3:23])[CH:15]=3)=[CH:10]2)[CH:5]=[C:6]([Cl:8])[CH:7]=1.C[N:29](C)C=O.C(Cl)(=O)C(Cl)=O, predict the reaction product. The product is: [Cl:1][C:2]1[CH:3]=[C:4]([C:9]2([C:24]([F:27])([F:26])[F:25])[O:13][CH2:12][C:11]([C:14]3[CH:22]=[CH:21][C:17]([C:18]([NH2:29])=[O:19])=[C:16]([CH3:23])[CH:15]=3)=[CH:10]2)[CH:5]=[C:6]([Cl:8])[CH:7]=1. (5) The product is: [CH3:35][O:37][C:38]1[CH:39]=[CH:10][C:9]([CH:12]([C:11]2[CH:14]=[CH:15][C:8]([O:7][C:1](=[O:6])[C:2]([CH3:5])([CH3:4])[CH3:3])=[CH:9][CH:10]=2)[CH:20]([C:21]2[CH:26]=[CH:25][CH:24]=[CH:23][CH:22]=2)[CH:19]=[CH2:18])=[CH:8][CH:15]=1. Given the reactants [C:1]([O:7][C:8]1[CH:15]=[CH:14][C:11]([CH:12]=O)=[CH:10][CH:9]=1)(=[O:6])[C:2]([CH3:5])([CH3:4])[CH3:3].C[Si](C)(C)[CH2:18][CH:19]=[CH:20][C:21]1[CH:26]=[CH:25][CH:24]=[CH:23][CH:22]=1.O.C(=O)(O)[O-].[Na+].[CH2:35]([O:37][CH2:38][CH3:39])C, predict the reaction product. (6) Given the reactants Br[C:2]1[C:3]([CH3:18])=[C:4]([C:9]([O:16]C)=[C:10]([C:12]([CH3:15])([CH3:14])[CH3:13])[CH:11]=1)[C:5]([O:7]C)=[O:6].[CH3:19][C:20]1[CH:25]=[CH:24][CH:23]=[CH:22][C:21]=1B(O)O, predict the reaction product. The product is: [C:12]([C:10]1[C:9]([OH:16])=[C:4]([C:5]([OH:7])=[O:6])[C:3]([CH3:18])=[C:2]([C:21]2[CH:22]=[CH:23][CH:24]=[CH:25][C:20]=2[CH3:19])[CH:11]=1)([CH3:15])([CH3:14])[CH3:13]. (7) Given the reactants [CH3:1][O:2][C:3]1[CH:16]=[CH:15][C:6]([CH2:7][O:8][CH2:9][CH2:10][C@H:11]([OH:14])[CH2:12][OH:13])=[CH:5][CH:4]=1.[C:17](Cl)([C:30]1[CH:35]=[CH:34][CH:33]=[CH:32][CH:31]=1)([C:24]1[CH:29]=[CH:28][CH:27]=[CH:26][CH:25]=1)[C:18]1[CH:23]=[CH:22][CH:21]=[CH:20][CH:19]=1, predict the reaction product. The product is: [C:17]([O:13][CH2:12][C@@H:11]([OH:14])[CH2:10][CH2:9][O:8][CH2:7][C:6]1[CH:5]=[CH:4][C:3]([O:2][CH3:1])=[CH:16][CH:15]=1)([C:18]1[CH:23]=[CH:22][CH:21]=[CH:20][CH:19]=1)([C:30]1[CH:31]=[CH:32][CH:33]=[CH:34][CH:35]=1)[C:24]1[CH:25]=[CH:26][CH:27]=[CH:28][CH:29]=1.